This data is from Catalyst prediction with 721,799 reactions and 888 catalyst types from USPTO. The task is: Predict which catalyst facilitates the given reaction. Reactant: [NH2:1][C:2]1[C:19]([N+:20]([O-:22])=[O:21])=[CH:18][C:5]([O:6][CH2:7][C:8]2[CH:17]=[CH:16][CH:15]=[CH:14][C:9]=2[C:10]([O:12][CH3:13])=[O:11])=[CH:4][C:3]=1[CH3:23].Cl.O1CCOCC1.[C:31](O[C:31](=[O:34])[CH2:32][CH3:33])(=[O:34])[CH2:32][CH3:33]. Product: [CH3:23][C:3]1[CH:4]=[C:5]([CH:18]=[C:19]([N+:20]([O-:22])=[O:21])[C:2]=1[NH:1][C:31](=[O:34])[CH2:32][CH3:33])[O:6][CH2:7][C:8]1[CH:17]=[CH:16][CH:15]=[CH:14][C:9]=1[C:10]([O:12][CH3:13])=[O:11]. The catalyst class is: 12.